From a dataset of Full USPTO retrosynthesis dataset with 1.9M reactions from patents (1976-2016). Predict the reactants needed to synthesize the given product. (1) Given the product [C:9]([C:8]1[CH:11]=[CH:12][C:13]([N:15]2[CH:33]([CH:28]3[CH2:29][CH2:30][CH2:31][CH2:32]3)[CH:34]3[C:35]([C:36]4[CH:37]=[CH:38][C:39]([C:44]([O:46][CH3:47])=[O:45])=[CH:40][C:41]=4[CH2:42][CH2:43]3)=[N:16]2)=[CH:14][C:7]=1[CH2:6][N:4]([CH3:3])[CH3:5])#[N:10], predict the reactants needed to synthesize it. The reactants are: Cl.Cl.[CH3:3][N:4]([CH2:6][C:7]1[CH:14]=[C:13]([NH:15][NH2:16])[CH:12]=[CH:11][C:8]=1[C:9]#[N:10])[CH3:5].C1(=O)C2C(=CC=CC=2)CCC1.[CH:28]1([CH:33]=[C:34]2[CH2:43][CH2:42][C:41]3[CH:40]=[C:39]([C:44]([O:46][CH3:47])=[O:45])[CH:38]=[CH:37][C:36]=3[C:35]2=O)[CH2:32][CH2:31][CH2:30][CH2:29]1. (2) Given the product [CH3:21][O:20][C:10]1[CH:11]=[C:12]2[C:17](=[CH:18][C:9]=1[OH:8])[N:16]=[CH:15][N:14]=[C:13]2[NH:25][C:24]1[CH:26]=[C:27]([N+:30]([O-:32])=[O:31])[CH:28]=[CH:29][C:23]=1[CH3:22], predict the reactants needed to synthesize it. The reactants are: C([O:8][C:9]1[CH:18]=[C:17]2[C:12]([C:13](Cl)=[N:14][CH:15]=[N:16]2)=[CH:11][C:10]=1[O:20][CH3:21])C1C=CC=CC=1.[CH3:22][C:23]1[CH:29]=[CH:28][C:27]([N+:30]([O-:32])=[O:31])=[CH:26][C:24]=1[NH2:25]. (3) Given the product [CH:1]1([C@H:5]([NH:7][C:8]2[N:16]=[C:15]([C:17]3[N:23]([CH3:24])[C:21](=[O:22])[NH:20][N:19]=3)[N:14]=[C:13]3[C:9]=2[N:10]([CH2:37][C@H:38]2[CH2:43][CH2:42][C@H:41]([CH3:44])[CH2:40][CH2:39]2)[C:11]([N:25]2[CH2:30][CH2:29][O:28][CH2:27][C@H:26]2[C:31]2[CH:36]=[CH:35][CH:34]=[CH:33][CH:32]=2)=[N:12]3)[CH3:6])[CH2:4][CH2:3][CH2:2]1, predict the reactants needed to synthesize it. The reactants are: [CH:1]1([C@H:5]([NH:7][C:8]2[N:16]=[C:15]([C:17]([NH:19][NH:20][C:21]([NH:23][CH3:24])=[O:22])=O)[N:14]=[C:13]3[C:9]=2[N:10]([CH2:37][C@H:38]2[CH2:43][CH2:42][C@H:41]([CH3:44])[CH2:40][CH2:39]2)[C:11]([N:25]2[CH2:30][CH2:29][O:28][CH2:27][C@H:26]2[C:31]2[CH:36]=[CH:35][CH:34]=[CH:33][CH:32]=2)=[N:12]3)[CH3:6])[CH2:4][CH2:3][CH2:2]1.[OH-].[Na+].